From a dataset of NCI-60 drug combinations with 297,098 pairs across 59 cell lines. Regression. Given two drug SMILES strings and cell line genomic features, predict the synergy score measuring deviation from expected non-interaction effect. (1) Drug 1: CC1CCC2CC(C(=CC=CC=CC(CC(C(=O)C(C(C(=CC(C(=O)CC(OC(=O)C3CCCCN3C(=O)C(=O)C1(O2)O)C(C)CC4CCC(C(C4)OC)O)C)C)O)OC)C)C)C)OC. Drug 2: CC1CCC2CC(C(=CC=CC=CC(CC(C(=O)C(C(C(=CC(C(=O)CC(OC(=O)C3CCCCN3C(=O)C(=O)C1(O2)O)C(C)CC4CCC(C(C4)OC)OCCO)C)C)O)OC)C)C)C)OC. Cell line: U251. Synergy scores: CSS=-0.108, Synergy_ZIP=0.975, Synergy_Bliss=7.23, Synergy_Loewe=-6.99, Synergy_HSA=-0.00361. (2) Drug 1: C1CCN(CC1)CCOC2=CC=C(C=C2)C(=O)C3=C(SC4=C3C=CC(=C4)O)C5=CC=C(C=C5)O. Drug 2: CN1C2=C(C=C(C=C2)N(CCCl)CCCl)N=C1CCCC(=O)O.Cl. Cell line: SK-MEL-5. Synergy scores: CSS=-0.836, Synergy_ZIP=3.70, Synergy_Bliss=3.45, Synergy_Loewe=-4.05, Synergy_HSA=-3.40.